This data is from Full USPTO retrosynthesis dataset with 1.9M reactions from patents (1976-2016). The task is: Predict the reactants needed to synthesize the given product. Given the product [Cl:1][CH2:2][C:3]([O:5][C@@H:6]1[C@@H:19]([O:20][C:21](=[O:26])[C:22]([CH3:25])([CH3:24])[CH3:23])[C@H:18]([F:42])[C@@H:17]([CH2:28][O:29][C:30](=[O:35])[C:31]([CH3:34])([CH3:33])[CH3:32])[O:16][C@H:7]1[O:8][CH2:9][C:10]1[CH:15]=[CH:14][CH:13]=[CH:12][CH:11]=1)=[O:4], predict the reactants needed to synthesize it. The reactants are: [Cl:1][CH2:2][C:3]([O:5][C@@H:6]1[C@@H:19]([O:20][C:21](=[O:26])[C:22]([CH3:25])([CH3:24])[CH3:23])[C@@H:18](O)[C@@H:17]([CH2:28][O:29][C:30](=[O:35])[C:31]([CH3:34])([CH3:33])[CH3:32])[O:16][C@H:7]1[O:8][CH2:9][C:10]1[CH:15]=[CH:14][CH:13]=[CH:12][CH:11]=1)=[O:4].CCN(S(F)(F)[F:42])CC.